Dataset: Forward reaction prediction with 1.9M reactions from USPTO patents (1976-2016). Task: Predict the product of the given reaction. (1) Given the reactants [F:1][C:2]1[CH:27]=[CH:26][CH:25]=[C:24]([F:28])[C:3]=1[C:4]([NH:6][C:7]1[CH:8]=[CH:9][C:10]2[C:16]([C:17]3[CH:22]=[CH:21][CH:20]=[CH:19][CH:18]=3)=[CH:15][CH2:14][CH2:13][CH2:12][C:11]=2[CH:23]=1)=[O:5].N[C:30]1C=CC2C(=O)C(C)CCCC=2C=1.NC1C=CC2C(=O)CCCCC=2C=1, predict the reaction product. The product is: [F:1][C:2]1[CH:27]=[CH:26][CH:25]=[C:24]([F:28])[C:3]=1[C:4]([NH:6][C:7]1[CH:8]=[CH:9][C:10]2[C:16]([C:17]3[CH:22]=[CH:21][CH:20]=[CH:19][CH:18]=3)=[C:15]([CH3:30])[CH2:14][CH2:13][CH2:12][C:11]=2[CH:23]=1)=[O:5]. (2) Given the reactants [C:1]([O:4][C@H:5]1[CH2:22][CH2:21][C@@:20]2([CH3:23])[C@@H:7]([CH2:8][CH2:9][C@:10]3([CH3:34])[C@@H:19]2[CH2:18][CH2:17][C@H:16]2[C@@:11]3([CH3:33])[CH2:12][CH2:13][C@@:14]3([C:30](O)=[O:31])[CH2:26][CH2:25][C@@H:24]([C:27]([CH3:29])=[CH2:28])[C@@H:15]32)[C:6]1([CH3:36])[CH3:35])(=[O:3])[CH3:2].C(Cl)(C(Cl)=O)=O.[NH2:43][C@@H:44]1[CH2:47][C@H:46]([C:48]([N:50]2[CH2:55][CH2:54][O:53][CH2:52][CH2:51]2)=[O:49])[C:45]1([CH3:57])[CH3:56], predict the reaction product. The product is: [C:1]([O:4][C@H:5]1[CH2:22][CH2:21][C@@:20]2([CH3:23])[C@@H:7]([CH2:8][CH2:9][C@:10]3([CH3:34])[C@@H:19]2[CH2:18][CH2:17][C@H:16]2[C@@:11]3([CH3:33])[CH2:12][CH2:13][C@@:14]3([C:30](=[O:31])[NH:43][C@@H:44]4[CH2:47][C@H:46]([C:48]([N:50]5[CH2:55][CH2:54][O:53][CH2:52][CH2:51]5)=[O:49])[C:45]4([CH3:57])[CH3:56])[CH2:26][CH2:25][C@@H:24]([C:27]([CH3:29])=[CH2:28])[C@@H:15]32)[C:6]1([CH3:36])[CH3:35])(=[O:3])[CH3:2]. (3) The product is: [Br:1][C:2]1[CH:3]=[C:4]2[C:8](=[CH:9][CH:10]=1)[NH:7][C:6](=[O:11])[C:5]2=[N:14][NH:13][C:15]([C:17]1[CH:18]=[CH:19][C:20]([CH2:21][NH:22][C:23](=[O:33])[C:24]2[CH:29]=[CH:28][CH:27]=[C:26]([N+:30]([O-:32])=[O:31])[CH:25]=2)=[CH:34][CH:35]=1)=[O:16]. Given the reactants [Br:1][C:2]1[CH:3]=[C:4]2[C:8](=[CH:9][CH:10]=1)[NH:7][C:6](=[O:11])[C:5]2=O.[NH:13]([C:15]([C:17]1[CH:35]=[CH:34][C:20]([CH2:21][NH:22][C:23](=[O:33])[C:24]2[CH:29]=[CH:28][CH:27]=[C:26]([N+:30]([O-:32])=[O:31])[CH:25]=2)=[CH:19][CH:18]=1)=[O:16])[NH2:14], predict the reaction product. (4) Given the reactants [NH2:1][C:2]1[CH:10]=[CH:9][CH:8]=[CH:7][C:3]=1[C:4]([NH2:6])=[O:5].[C:11]1([C:17]2[CH2:18][CH2:19][N:20]([CH:23]([CH3:29])[CH2:24][CH2:25][C:26](O)=[O:27])[CH2:21][CH:22]=2)[CH:16]=[CH:15][CH:14]=[CH:13][CH:12]=1.F[P-](F)(F)(F)(F)F.N1(OC(N(C)C)=[N+](C)C)C2N=CC=CC=2N=N1.C(N(C(C)C)CC)(C)C, predict the reaction product. The product is: [C:11]1([C:17]2[CH2:22][CH2:21][N:20]([CH:23]([CH3:29])[CH2:24][CH2:25][C:26]([NH:1][C:2]3[CH:10]=[CH:9][CH:8]=[CH:7][C:3]=3[C:4]([NH2:6])=[O:5])=[O:27])[CH2:19][CH:18]=2)[CH:12]=[CH:13][CH:14]=[CH:15][CH:16]=1. (5) Given the reactants [F:1][C:2]1[CH:3]=[C:4]2[C:8](=[CH:9][CH:10]=1)[C:7](=[O:11])[CH2:6][CH2:5]2.[N-:12]=[N+]=[N-].[Na+].[OH-].[Na+], predict the reaction product. The product is: [F:1][C:2]1[CH:3]=[C:4]2[C:8](=[CH:9][CH:10]=1)[C:7](=[O:11])[NH:12][CH2:6][CH2:5]2. (6) The product is: [Cl:1][C:2]1[N:3]=[CH:4][C:5]2[NH:22][C:11](=[O:12])[C:10]([F:16])([F:15])[CH2:9][N:8]([CH:17]3[CH2:21][CH2:20][CH2:19][CH2:18]3)[C:6]=2[N:7]=1. Given the reactants [Cl:1][C:2]1[N:7]=[C:6]([N:8]([CH:17]2[CH2:21][CH2:20][CH2:19][CH2:18]2)[CH2:9][C:10]([F:16])([F:15])[C:11](OC)=[O:12])[C:5]([N+:22]([O-])=O)=[CH:4][N:3]=1.Cl, predict the reaction product. (7) Given the reactants [F:1][C:2]1[CH:13]=[CH:12][C:5]([C:6]([N:8]([O:10][CH3:11])[CH3:9])=[O:7])=[CH:4][C:3]=1[OH:14].[CH:15](I)([CH3:17])[CH3:16].C([O-])([O-])=O.[Cs+].[Cs+].CN(C=O)C, predict the reaction product. The product is: [F:1][C:2]1[CH:13]=[CH:12][C:5]([C:6]([N:8]([O:10][CH3:11])[CH3:9])=[O:7])=[CH:4][C:3]=1[O:14][CH:15]([CH3:17])[CH3:16].